The task is: Predict the product of the given reaction.. This data is from Forward reaction prediction with 1.9M reactions from USPTO patents (1976-2016). (1) Given the reactants [O:1]1[CH:6]([CH2:7][N:8]2[CH2:13][CH2:12][N:11]([C:14]3[CH:19]=[CH:18][CH:17]=[CH:16][C:15]=3[CH2:20][OH:21])[CH2:10][CH2:9]2)[CH2:5][O:4][C:3]2[CH:22]=[CH:23][CH:24]=[CH:25][C:2]1=2.[H-].[Na+].[CH2:28](I)[CH3:29], predict the reaction product. The product is: [O:1]1[CH:6]([CH2:7][N:8]2[CH2:13][CH2:12][N:11]([C:14]3[CH:19]=[CH:18][CH:17]=[CH:16][C:15]=3[CH2:20][O:21][CH2:28][CH3:29])[CH2:10][CH2:9]2)[CH2:5][O:4][C:3]2[CH:22]=[CH:23][CH:24]=[CH:25][C:2]1=2. (2) Given the reactants Cl.Cl.Cl.[O:4]1[C:8]2=[C:9]([N:13]3[CH2:18][CH2:17][N:16]([CH2:19][CH2:20][C@H:21]4[CH2:26][CH2:25][C@H:24]([NH2:27])[CH2:23][CH2:22]4)[CH2:15][CH2:14]3)[N:10]=[CH:11][CH:12]=[C:7]2[CH2:6][CH2:5]1.[N:28]1[C:37]2[C:32](=[CH:33][C:34]([C:38](O)=[O:39])=[CH:35][CH:36]=2)[CH:31]=[CH:30][CH:29]=1, predict the reaction product. The product is: [O:4]1[C:8]2=[C:9]([N:13]3[CH2:18][CH2:17][N:16]([CH2:19][CH2:20][C@H:21]4[CH2:26][CH2:25][C@H:24]([NH:27][C:38]([C:34]5[CH:33]=[C:32]6[C:37](=[CH:36][CH:35]=5)[N:28]=[CH:29][CH:30]=[CH:31]6)=[O:39])[CH2:23][CH2:22]4)[CH2:15][CH2:14]3)[N:10]=[CH:11][CH:12]=[C:7]2[CH2:6][CH2:5]1. (3) Given the reactants [F:1][C:2]([F:22])([F:21])[C:3]1[CH:4]=[C:5]([S:9]([N:12]2[CH2:16][C@H:15]3[C@H:17]([NH2:20])[CH2:18][CH2:19][C@H:14]3[CH2:13]2)(=[O:11])=[O:10])[CH:6]=[CH:7][CH:8]=1.C(=O)[C:24]([CH3:27])([CH3:26])[CH3:25].[CH3:29][C:30](C)=[O:31], predict the reaction product. The product is: [CH:17]([NH:20][C@H:29]([C:30]([NH:20][C@@H:17]1[C@@H:15]2[C@@H:14]([CH2:13][N:12]([S:9]([C:5]3[CH:6]=[CH:7][CH:8]=[C:3]([C:2]([F:1])([F:21])[F:22])[CH:4]=3)(=[O:10])=[O:11])[CH2:16]2)[CH2:19][CH2:18]1)=[O:31])[CH2:27][CH:24]([CH3:25])[CH3:26])([CH3:18])[CH3:15]. (4) Given the reactants [NH2:1][C:2]1[O:3][C:4]2[C:9]([C:10](C)([C:14]3[CH:19]=[C:18]([O:20][CH3:21])[C:17]([O:22][CH3:23])=[C:16]([Br:24])[CH:15]=3)[C:11]=1[C:12]#[N:13])=[CH:8][CH:7]=[C:6]1[N:26](C3CO3)[CH:27]=[CH:28][C:5]=21.[O:32]1[CH2:34][CH:33]1[CH2:35]N1C2C(=C(O)C=CC=2)C=C1.BrC1C(OC)=C(OC)C=C(C=1)C=O.C(#N)CC#N.N1CCCCC1, predict the reaction product. The product is: [NH2:1][C:2]1[O:3][C:4]2[C:9]([CH:10]([C:14]3[CH:19]=[C:18]([O:20][CH3:21])[C:17]([O:22][CH3:23])=[C:16]([Br:24])[CH:15]=3)[C:11]=1[C:12]#[N:13])=[CH:8][CH:7]=[C:6]1[N:26]([CH2:35][CH:33]3[CH2:34][O:32]3)[CH:27]=[CH:28][C:5]=21.